From a dataset of Reaction yield outcomes from USPTO patents with 853,638 reactions. Predict the reaction yield, written as a fraction of the theoretical maximum amount of product (1.0 means a 100% yield; for example, 0.34 means a 34% yield). (1) The reactants are [CH:1]1[C:6]([OH:7])=[CH:5][CH:4]=[C:3]([CH3:8])[CH:2]=1.[CH:9](O)([OH:14])[C:10]([F:13])([F:12])[F:11]. No catalyst specified. The product is [F:11][C:10]([F:13])([F:12])[CH:9]([C:1]1[CH:2]=[C:3]([CH3:8])[CH:4]=[CH:5][C:6]=1[OH:7])[OH:14]. The yield is 0.900. (2) The product is [N:1]1[CH:6]=[CH:5][C:4]([CH2:7][CH2:8][CH2:9][O:10][CH2:13][CH2:12][C:11]([O:15][C:16]([CH3:19])([CH3:18])[CH3:17])=[O:14])=[CH:3][CH:2]=1. The catalyst is CO. The yield is 0.860. The reactants are [N:1]1[CH:6]=[CH:5][C:4]([CH2:7][CH2:8][CH2:9][OH:10])=[CH:3][CH:2]=1.[C:11]([O:15][C:16]([CH3:19])([CH3:18])[CH3:17])(=[O:14])[CH:12]=[CH2:13].